Dataset: Forward reaction prediction with 1.9M reactions from USPTO patents (1976-2016). Task: Predict the product of the given reaction. (1) Given the reactants C(C1C=C([CH:9]([S:17][CH2:18][CH2:19][CH2:20][C:21]2[CH:26]=[CH:25][CH:24]=[CH:23][C:22]=2[C:27]([OH:30])([CH3:29])[CH3:28])[C:10]2([CH2:13][C:14]([OH:16])=[O:15])[CH2:12][CH2:11]2)C=CC=1)=O.[Cl:31][C:32]1[CH:41]=[C:40]2[C:35]([CH:36]=[CH:37][C:38]([CH3:42])=[N:39]2)=[CH:34][CH:33]=1.N1CCCCC1.[C:49]1([CH3:55])[CH:54]=[CH:53][CH:52]=[CH:51][CH:50]=1, predict the reaction product. The product is: [Cl:31][C:32]1[CH:41]=[C:40]2[C:35]([CH:36]=[CH:37][C:38](/[CH:42]=[CH:55]/[C:49]3[CH:50]=[C:51]([CH:18]([S:17][CH2:9][C:10]4([CH2:13][C:14]([OH:16])=[O:15])[CH2:11][CH2:12]4)[CH2:19][CH2:20][C:21]4[CH:26]=[CH:25][CH:24]=[CH:23][C:22]=4[C:27]([OH:30])([CH3:28])[CH3:29])[CH:52]=[CH:53][CH:54]=3)=[N:39]2)=[CH:34][CH:33]=1. (2) The product is: [CH:28]([OH:30])=[O:29].[CH2:31]([NH:35][C:28]([C:25]1[CH2:24][CH2:23][NH:22][C:21]2[N:20]=[CH:19][N:18]=[C:17]([NH:16][C:4]3[CH:5]=[CH:6][C:7]([O:8][C:9]4[CH:10]=[N:11][C:12]([CH3:15])=[CH:13][CH:14]=4)=[C:2]([CH3:1])[CH:3]=3)[C:27]=2[CH:26]=1)=[O:29])[CH:32]([CH3:34])[CH3:33]. Given the reactants [CH3:1][C:2]1[CH:3]=[C:4]([NH:16][C:17]2[C:27]3[CH:26]=[C:25]([C:28]([OH:30])=[O:29])[CH2:24][CH2:23][NH:22][C:21]=3[N:20]=[CH:19][N:18]=2)[CH:5]=[CH:6][C:7]=1[O:8][C:9]1[CH:10]=[N:11][C:12]([CH3:15])=[CH:13][CH:14]=1.[CH2:31]([NH2:35])[CH:32]([CH3:34])[CH3:33].ON1C2C=CC=CC=2N=N1.Cl.C(N=C=NCCCN(C)C)C, predict the reaction product. (3) Given the reactants [CH3:1][O:2][C:3]([C@@H:5]([N:13]1[CH2:21][C:17]2[CH:18]=[CH:19][S:20][C:16]=2[CH2:15][CH2:14]1)[C:6]1[CH:7]=[CH:8][CH:9]=[CH:10][C:11]=1[Cl:12])=[O:4].[S:22]([O-])([O:25]CC)(=[O:24])=[O:23].COC([C@@H](N1CC2C=CSC=2CC1)C1C=CC=CC=1Cl)=O.S([O-])(OCCC)(=O)=O.COC([C@@H](N1CC2C=CSC=2CC1)C1C=CC=CC=1Cl)=O.S([O-])(OC(C)C)(=O)=O.COC([C@@H](N1CC2C=CSC=2CC1)C1C=CC=CC=1Cl)=O.S([O-])(OCCCC)(=O)=O.COC([C@@H](N1CC2C=CSC=2CC1)C1C=CC=CC=1Cl)=O.S([O-])(OC(CC)C)(=O)=O.COC([C@@H](N1CC2C=CSC=2CC1)C1C=CC=CC=1Cl)=O.S([O-])(OCC(C)C)(=O)=O.COC([C@@H](N1CC2C=CSC=2CC1)C1C=CC=CC=1Cl)=O.S([O-])(OC(C)(C)C)(=O)=O, predict the reaction product. The product is: [CH3:1][O:2][C:3]([C@@H:5]([N:13]1[CH2:21][C:17]2[CH:18]=[CH:19][S:20][C:16]=2[CH2:15][CH2:14]1)[C:6]1[CH:7]=[CH:8][CH:9]=[CH:10][C:11]=1[Cl:12])=[O:4].[S:22]([O-:25])([O:4][CH3:3])(=[O:24])=[O:23]. (4) Given the reactants [Cl:1][C:2]1[CH:7]=[CH:6][C:5]([C:8]2[O:12][C:11]([C:13]3[CH:18]=[CH:17][C:16]([NH2:19])=[C:15]([N+:20]([O-])=O)[CH:14]=3)=[N:10][N:9]=2)=[CH:4][CH:3]=1, predict the reaction product. The product is: [Cl:1][C:2]1[CH:3]=[CH:4][C:5]([C:8]2[O:12][C:11]([C:13]3[CH:14]=[C:15]([NH2:20])[C:16]([NH2:19])=[CH:17][CH:18]=3)=[N:10][N:9]=2)=[CH:6][CH:7]=1. (5) Given the reactants [CH2:1]([NH2:7])[CH:2]1[O:6][CH2:5][CH2:4][CH2:3]1.[Cl:8][C:9]1[N:14]=[C:13](Cl)[C:12]([Cl:16])=[CH:11][N:10]=1.C(N(CC)CC)C, predict the reaction product. The product is: [Cl:8][C:9]1[N:14]=[C:13]([NH:7][CH2:1][CH:2]2[CH2:3][CH2:4][CH2:5][O:6]2)[C:12]([Cl:16])=[CH:11][N:10]=1.